Task: Predict the reactants needed to synthesize the given product.. Dataset: Full USPTO retrosynthesis dataset with 1.9M reactions from patents (1976-2016) (1) Given the product [Cl:13][C:5]1[C:4]2[C:9](=[CH:10][C:11]([NH:32][CH2:31][C:30]3[CH:33]=[CH:34][CH:35]=[C:28]([F:27])[CH:29]=3)=[CH:2][CH:3]=2)[C:8](=[O:12])[NH:7][N:6]=1, predict the reactants needed to synthesize it. The reactants are: Br[C:2]1[CH:3]=[C:4]2[C:9](=[CH:10][CH:11]=1)[C:8](=[O:12])[NH:7][N:6]=[C:5]2[Cl:13].BrC1C=C2C(C(Cl)=NNC2=O)=CC=1.[F:27][C:28]1[CH:29]=[C:30]([CH:33]=[CH:34][CH:35]=1)[CH2:31][NH2:32].C1C=CC(P(C2C(C3C(P(C4C=CC=CC=4)C4C=CC=CC=4)=CC=C4C=3C=CC=C4)=C3C(C=CC=C3)=CC=2)C2C=CC=CC=2)=CC=1.CC([O-])(C)C.[Na+]. (2) Given the product [C:1]1([C@@H:7]([NH:9][C:10]([C:12]2[C:21]3[C:16](=[CH:17][CH:18]=[CH:19][CH:20]=3)[N:15]=[C:14]([C:22]3[CH:27]=[CH:26][CH:25]=[CH:24][CH:23]=3)[C:13]=2[CH2:28][N:29]2[CH2:34][CH2:33][N:32]([C:35]([N:42]3[CH2:46][CH2:45][CH2:44][CH2:43]3)=[CH:36][N+:37]([O-:39])=[O:38])[CH2:31][CH2:30]2)=[O:11])[CH3:8])[CH:6]=[CH:5][CH:4]=[CH:3][CH:2]=1, predict the reactants needed to synthesize it. The reactants are: [C:1]1([C@@H:7]([NH:9][C:10]([C:12]2[C:21]3[C:16](=[CH:17][CH:18]=[CH:19][CH:20]=3)[N:15]=[C:14]([C:22]3[CH:27]=[CH:26][CH:25]=[CH:24][CH:23]=3)[C:13]=2[CH2:28][N:29]2[CH2:34][CH2:33][N:32]([C:35](SC)=[CH:36][N+:37]([O-:39])=[O:38])[CH2:31][CH2:30]2)=[O:11])[CH3:8])[CH:6]=[CH:5][CH:4]=[CH:3][CH:2]=1.[NH:42]1[CH2:46][CH2:45][CH2:44][CH2:43]1.